Dataset: Catalyst prediction with 721,799 reactions and 888 catalyst types from USPTO. Task: Predict which catalyst facilitates the given reaction. (1) Reactant: F[C:2]1[C:9]([F:10])=[CH:8][CH:7]=[CH:6][C:3]=1[C:4]#[N:5].[NH:11]1[CH2:16][CH2:15][CH2:14][CH2:13][CH2:12]1.C(O)(=O)CC(CC(O)=O)(C(O)=O)O. The catalyst class is: 10. Product: [F:10][C:9]1[C:2]([N:11]2[CH2:16][CH2:15][CH2:14][CH2:13][CH2:12]2)=[C:3]([CH:6]=[CH:7][CH:8]=1)[C:4]#[N:5]. (2) The catalyst class is: 5. Product: [C:26]1([C:6]2[CH:7]=[C:8]3[C:12]([CH:13]4[CH2:18][CH2:17][NH:16][CH2:15][CH2:14]4)=[N:11][NH:10][C:9]3=[C:4]([C:2]([NH2:1])=[O:3])[N:5]=2)[CH:27]=[CH:28][CH:29]=[CH:30][CH:31]=1. Reactant: [NH2:1][C:2]([C:4]1[N:5]=[C:6]([C:26]2[CH:31]=[CH:30][CH:29]=[CH:28][CH:27]=2)[CH:7]=[C:8]2[C:12]([CH:13]3[CH2:18][CH2:17][N:16](C(OC(C)(C)C)=O)[CH2:15][CH2:14]3)=[N:11][NH:10][C:9]=12)=[O:3].Cl. (3) Reactant: FC1C=C(OC2C=CN=C(NC(=O)COC)C=2)C(F)=CC=1[NH:22][C:23]([C:25]1([C:28]([NH:30]C2C=CC(F)=CC=2)=[O:29])[CH2:27][CH2:26]1)=[O:24].C1(C(O)=O)CCC1.CN(C(ON1N=NC2C=CC=NC1=2)=[N+](C)C)C.F[P-](F)(F)(F)(F)F.CCN(C(C)C)C(C)C. Product: [C:25]1([C:28]([NH2:30])=[O:29])([C:23]([NH2:22])=[O:24])[CH2:27][CH2:26]1. The catalyst class is: 3. (4) Reactant: [NH:1]1[CH2:6][CH2:5][O:4][CH2:3][CH2:2]1.[Cl:7][C:8]1[CH:13]=[CH:12][C:11]([C@H:14]([C@H:18]([CH2:21][CH3:22])[CH:19]=[CH2:20])[C:15](O)=[O:16])=[CH:10][CH:9]=1.C1C=CC2N(O)N=NC=2C=1.C(N(CC)CC)C.C(Cl)CCl. Product: [Cl:7][C:8]1[CH:9]=[CH:10][C:11]([C@H:14]([C@@H:18]([CH2:21][CH3:22])[CH:19]=[CH2:20])[C:15]([N:1]2[CH2:6][CH2:5][O:4][CH2:3][CH2:2]2)=[O:16])=[CH:12][CH:13]=1. The catalyst class is: 3. (5) Reactant: [CH3:1][C@@H:2]([CH2:5][C:6]1[CH:7]=[C:8]2[C:13](=[CH:14][CH:15]=1)[N:12]=[CH:11][CH:10]=[N:9]2)[CH:3]=O.[F:16][C:17]1[CH:18]=[C:19]([N:24]2[CH2:29][CH2:28][N:27]([CH:30]=[O:31])[CH2:26][CH2:25]2)[CH:20]=[CH:21][C:22]=1[F:23].[BH-](O[C:42]([CH3:44])=O)(OC(C)=O)OC(C)=O.[Na+].C([O-])(O)=O.[Na+]. Product: [F:16][C:17]1[CH:18]=[C:19]([N:24]2[CH2:29][CH2:28][N:27]([C:30]([C@H:7]3[C@@H:42]4[C@@H:44]([CH2:1][CH2:2][CH2:5][CH2:6]4)[CH2:10][N:9]([CH2:3][C@@H:2]([CH3:1])[CH2:5][C:6]4[CH:7]=[C:8]5[C:13](=[CH:14][CH:15]=4)[N:12]=[CH:11][CH:10]=[N:9]5)[CH2:8]3)=[O:31])[CH2:26][CH2:25]2)[CH:20]=[CH:21][C:22]=1[F:23]. The catalyst class is: 68. (6) Reactant: [OH:1][C:2]1[CH:3]=[C:4]([C:8]2[N:9]=[C:10]3[CH:15]=[CH:14][C:13]([I:16])=[CH:12][N:11]3[CH:17]=2)[CH:5]=[CH:6][CH:7]=1.C(=O)([O-])[O-].[K+].[K+].Br[CH2:25][CH2:26][O:27][Si:28]([C:41]([CH3:44])([CH3:43])[CH3:42])([C:35]1[CH:40]=[CH:39][CH:38]=[CH:37][CH:36]=1)[C:29]1[CH:34]=[CH:33][CH:32]=[CH:31][CH:30]=1.[Cl-].[Na+]. Product: [O:27]([CH2:26][CH2:25][O:1][C:2]1[CH:3]=[C:4]([C:8]2[N:9]=[C:10]3[CH:15]=[CH:14][C:13]([I:16])=[CH:12][N:11]3[CH:17]=2)[CH:5]=[CH:6][CH:7]=1)[Si:28]([C:41]([CH3:43])([CH3:42])[CH3:44])([C:35]1[CH:36]=[CH:37][CH:38]=[CH:39][CH:40]=1)[C:29]1[CH:34]=[CH:33][CH:32]=[CH:31][CH:30]=1. The catalyst class is: 9. (7) Reactant: [Cl:1][C:2]1[CH:3]=[C:4]2[C:9](=[CH:10][CH:11]=1)[C:8](=[O:12])[N:7]([CH3:13])[C:6]([CH2:14]O)=[C:5]2[O:16][CH3:17].S(Cl)([Cl:20])=O.C(=O)([O-])O.[Na+]. Product: [Cl:1][C:2]1[CH:3]=[C:4]2[C:9](=[CH:10][CH:11]=1)[C:8](=[O:12])[N:7]([CH3:13])[C:6]([CH2:14][Cl:20])=[C:5]2[O:16][CH3:17]. The catalyst class is: 7.